Dataset: Forward reaction prediction with 1.9M reactions from USPTO patents (1976-2016). Task: Predict the product of the given reaction. (1) Given the reactants Cl.[Cl:2][C:3]1[C:4]([C:9]2[CH:10]=[C:11]3[C:15](=[C:16]([O:18][CH2:19][CH2:20][C:21]4[CH:26]=[CH:25][CH:24]=[CH:23][N:22]=4)[CH:17]=2)[N:14](COC)[N:13]=[C:12]3[NH:30][C:31]2[CH:36]=[N:35][CH:34]=[CH:33][N:32]=2)=[N:5][CH:6]=[CH:7][CH:8]=1, predict the reaction product. The product is: [Cl:2][C:3]1[C:4]([C:9]2[CH:10]=[C:11]3[C:15](=[C:16]([O:18][CH2:19][CH2:20][C:21]4[CH:26]=[CH:25][CH:24]=[CH:23][N:22]=4)[CH:17]=2)[NH:14][N:13]=[C:12]3[NH:30][C:31]2[CH:36]=[N:35][CH:34]=[CH:33][N:32]=2)=[N:5][CH:6]=[CH:7][CH:8]=1. (2) Given the reactants [Cl:1][C:2]1[S:6][C:5]([C:7]([NH:9][CH2:10][C:11]2[N:12]=[CH:13][N:14]([C:16]3[CH:21]=[CH:20][C:19]([N:22]4[CH:27]=[CH:26][CH:25]=[CH:24][C:23]4=[O:28])=[CH:18][C:17]=3F)[CH:15]=2)=[O:8])=[CH:4][CH:3]=1.[CH3:30][S:31](C)=O, predict the reaction product. The product is: [Cl:1][C:2]1[S:6][C:5]([C:7]([NH:9][CH2:10][C:11]2[N:12]=[CH:13][N:14]([C:16]3[CH:21]=[CH:20][C:19]([N:22]4[CH:27]=[CH:26][CH:25]=[CH:24][C:23]4=[O:28])=[CH:18][C:17]=3[S:31][CH3:30])[CH:15]=2)=[O:8])=[CH:4][CH:3]=1.